Predict which catalyst facilitates the given reaction. From a dataset of Catalyst prediction with 721,799 reactions and 888 catalyst types from USPTO. (1) Reactant: [Cl:1][C:2]1[CH:3]=[C:4]([NH:9][C:10]2[C:19]3[C:14](=[CH:15][C:16]([O:28][CH3:29])=[C:17]([O:20][CH2:21][CH2:22][NH:23][CH2:24][C@@H:25]([OH:27])[CH3:26])[CH:18]=3)[N:13]=[CH:12][N:11]=2)[CH:5]=[CH:6][C:7]=1[F:8].C(N(C(C)C)C(C)C)C.Br[CH2:40][C:41](OC)=[O:42].C(OCCCC)(=O)C. Product: [Cl:1][C:2]1[CH:3]=[C:4]([NH:9][C:10]2[C:19]3[C:14](=[CH:15][C:16]([O:28][CH3:29])=[C:17]([O:20][CH2:21][CH2:22][N:23]4[CH2:24][C@H:25]([CH3:26])[O:27][C:41](=[O:42])[CH2:40]4)[CH:18]=3)[N:13]=[CH:12][N:11]=2)[CH:5]=[CH:6][C:7]=1[F:8]. The catalyst class is: 264. (2) Product: [C:5]([CH:4]([CH2:1][CH:2]=[CH2:3])[CH2:15][CH:16]=[CH2:17])([O:7][CH2:8][CH3:9])=[O:6].[C:41]([NH:59][C:53]1[C:52]([F:51])=[CH:57][NH:56][C:55](=[O:58])[N:54]=1)(=[O:43])[CH3:42]. The catalyst class is: 15. Reactant: [CH2:1]([C:4]([CH2:15][CH:16]=[CH2:17])(C(OCC)=O)[C:5]([O:7][CH2:8][CH3:9])=[O:6])[CH:2]=[CH2:3].C(C(CC=C)CC=C)(OCC)=O.C(O[C@H]1C[C@@H](CO[C:41](=[O:43])[CH3:42])C=C1)(=O)C.C1CC=CC=1.C=O.[F:51][C:52]1[C:53]([NH2:59])=[N:54][C:55](=[O:58])[NH:56][CH:57]=1.C(OC1C=CC([N+]([O-])=O)=CC=1)(=O)C. (3) Reactant: [Cl:1][C:2]1[CH:3]=[C:4]([CH:18]=[CH:19][CH:20]=1)[CH2:5][O:6][C:7]1[CH:16]=[CH:15][C:10]([C:11]([O:13]C)=[O:12])=[CH:9][C:8]=1[Cl:17].[Li+].[OH-].C1COCC1.CO.O.C(O)(=O)CC(CC(O)=O)(C(O)=O)O. Product: [Cl:1][C:2]1[CH:3]=[C:4]([CH:18]=[CH:19][CH:20]=1)[CH2:5][O:6][C:7]1[CH:16]=[CH:15][C:10]([C:11]([OH:13])=[O:12])=[CH:9][C:8]=1[Cl:17]. The catalyst class is: 6. (4) Reactant: Cl.O1CCOCC1.C(OC([NH:15][CH2:16][C:17]1[CH:22]=[CH:21][C:20]([C:23](=[O:29])[CH2:24][C:25]([CH3:28])([CH3:27])[CH3:26])=[CH:19][C:18]=1[Cl:30])=O)(C)(C)C.C([O-])(O)=O.[Na+]. Product: [Cl:30][C:18]1[CH:19]=[C:20]([C:23](=[O:29])[CH2:24][C:25]([CH3:27])([CH3:26])[CH3:28])[CH:21]=[CH:22][C:17]=1[CH2:16][NH2:15]. The catalyst class is: 4. (5) Product: [Br:29][C:2]1[C:7]([N+:8]([O-:10])=[O:9])=[CH:6][C:5]([Br:11])=[CH:4][N:3]=1. Reactant: N[C:2]1[C:7]([N+:8]([O-:10])=[O:9])=[CH:6][C:5]([Br:11])=[CH:4][N:3]=1.N([O-])=O.[Na+].C(=O)([O-])[O-].[Na+].[Na+].S([O-])([O-])(=O)=S.[Na+].[Na+].[BrH:29]. The catalyst class is: 6. (6) Reactant: [Cl:1][C:2]1[N:9]=[C:8](Cl)[CH:7]=[C:6]([C:11]2[CH:16]=[CH:15][C:14]([O:17][C:18]3[CH:23]=[CH:22][CH:21]=[CH:20][CH:19]=3)=[CH:13][CH:12]=2)[C:3]=1[C:4]#[N:5].[C:24]1([OH:30])[CH:29]=[CH:28][CH:27]=[CH:26][CH:25]=1.C(=O)([O-])[O-].[Cs+].[Cs+]. The catalyst class is: 148. Product: [Cl:1][C:2]1[N:9]=[C:8]([O:30][C:24]2[CH:29]=[CH:28][CH:27]=[CH:26][CH:25]=2)[CH:7]=[C:6]([C:11]2[CH:12]=[CH:13][C:14]([O:17][C:18]3[CH:23]=[CH:22][CH:21]=[CH:20][CH:19]=3)=[CH:15][CH:16]=2)[C:3]=1[C:4]#[N:5].